This data is from Peptide-MHC class I binding affinity with 185,985 pairs from IEDB/IMGT. The task is: Regression. Given a peptide amino acid sequence and an MHC pseudo amino acid sequence, predict their binding affinity value. This is MHC class I binding data. (1) The peptide sequence is RRELSKEKL. The MHC is HLA-A23:01 with pseudo-sequence HLA-A23:01. The binding affinity (normalized) is 0.0847. (2) The binding affinity (normalized) is 0.0847. The MHC is HLA-A26:01 with pseudo-sequence HLA-A26:01. The peptide sequence is IGRGKNHAR. (3) The peptide sequence is RALGPGATL. The MHC is HLA-B57:01 with pseudo-sequence HLA-B57:01. The binding affinity (normalized) is 0.755. (4) The peptide sequence is RLDARLQVL. The MHC is BoLA-HD6 with pseudo-sequence BoLA-HD6. The binding affinity (normalized) is 0.671. (5) The peptide sequence is ASPENVILS. The MHC is Mamu-A01 with pseudo-sequence Mamu-A01. The binding affinity (normalized) is 0.728. (6) The peptide sequence is KLEKASLIEV. The MHC is HLA-A02:01 with pseudo-sequence HLA-A02:01. The binding affinity (normalized) is 0.599. (7) The peptide sequence is FRKEFTKLE. The MHC is HLA-B15:01 with pseudo-sequence HLA-B15:01. The binding affinity (normalized) is 0.0847. (8) The peptide sequence is YTDDYPMYK. The MHC is HLA-B07:02 with pseudo-sequence HLA-B07:02. The binding affinity (normalized) is 0.0847. (9) The peptide sequence is ESTINLLPY. The MHC is HLA-B40:01 with pseudo-sequence HLA-B40:01. The binding affinity (normalized) is 0.0847.